Dataset: Full USPTO retrosynthesis dataset with 1.9M reactions from patents (1976-2016). Task: Predict the reactants needed to synthesize the given product. (1) The reactants are: [F:1][C:2]1([F:25])[CH2:7][CH2:6][CH:5]([O:8][C:9]2[C:10]([C:21]([F:24])([F:23])[F:22])=[C:11]3[C:16](=[CH:17][CH:18]=2)[CH:15]=[C:14]([CH:19]=O)[CH:13]=[CH:12]3)[CH2:4][CH2:3]1.[NH:26]1[CH2:31][CH2:30][CH2:29][C@H:28]([CH2:32][C:33]([O:35]C)=[O:34])[CH2:27]1. Given the product [F:1][C:2]1([F:25])[CH2:7][CH2:6][CH:5]([O:8][C:9]2[C:10]([C:21]([F:22])([F:23])[F:24])=[C:11]3[C:16](=[CH:17][CH:18]=2)[CH:15]=[C:14]([CH2:19][N:26]2[CH2:31][CH2:30][CH2:29][C@H:28]([CH2:32][C:33]([OH:35])=[O:34])[CH2:27]2)[CH:13]=[CH:12]3)[CH2:4][CH2:3]1, predict the reactants needed to synthesize it. (2) Given the product [CH:24]1[C:25]2[C:12]3([C:13]4[CH:1]=[C:2]([CH:28]=[O:29])[CH:3]=[CH:4][C:5]=4[C:6]4[C:11]3=[CH:10][CH:9]=[CH:8][CH:7]=4)[C:14]3[C:19](=[CH:18][CH:17]=[CH:16][CH:15]=3)[C:20]=2[CH:21]=[CH:22][C:23]=1[CH:26]=[O:27].[OH:29][CH2:28][C:2]1[CH:3]=[CH:4][C:5]2[C:6]3[C:11]([C:12]4([C:25]5[CH:24]=[C:23]([CH:26]=[O:27])[CH:22]=[CH:21][C:20]=5[C:19]5[C:14]4=[CH:15][CH:16]=[CH:17][CH:18]=5)[C:13]=2[CH:1]=1)=[CH:10][CH:9]=[CH:8][CH:7]=3, predict the reactants needed to synthesize it. The reactants are: [CH:1]1[C:13]2[C:12]3([C:25]4[CH:24]=[C:23]([CH2:26][OH:27])[CH:22]=[CH:21][C:20]=4[C:19]4[C:14]3=[CH:15][CH:16]=[CH:17][CH:18]=4)[C:11]3[C:6](=[CH:7][CH:8]=[CH:9][CH:10]=3)[C:5]=2[CH:4]=[CH:3][C:2]=1[CH2:28][OH:29]. (3) Given the product [CH2:4]([OH:5])[CH2:2][OH:3].[CH2:4]([OH:10])[C:2]([OH:3])=[O:19], predict the reactants needed to synthesize it. The reactants are: C[C:2]([CH3:4])=[O:3].[OH:5]S(O)(=O)=O.[O:10]=[Cr](=O)=O.OS(O)(=O)=O.[OH2:19]. (4) Given the product [N:4]1[CH:5]=[CH:6][CH:7]=[CH:8][C:3]=1[C:1]1([NH2:2])[CH2:11][CH2:10]1, predict the reactants needed to synthesize it. The reactants are: [C:1]([C:3]1[CH:8]=[CH:7][CH:6]=[CH:5][N:4]=1)#[N:2].O1CC[CH2:11][CH2:10]1.Cl.[OH-].[Na+]. (5) Given the product [C:1]([O:4][CH2:5][C:6]1[N:10]([CH3:11])[C:9]2[CH:12]=[C:13]([Br:17])[CH:14]=[C:15]([NH:16][CH2:21][C:20]3[C:23]([CH3:27])=[CH:24][CH:25]=[CH:26][C:19]=3[CH3:18])[C:8]=2[N:7]=1)(=[O:3])[CH3:2], predict the reactants needed to synthesize it. The reactants are: [C:1]([O:4][CH2:5][C:6]1[N:10]([CH3:11])[C:9]2[CH:12]=[C:13]([Br:17])[CH:14]=[C:15]([NH2:16])[C:8]=2[N:7]=1)(=[O:3])[CH3:2].[CH3:18][C:19]1[CH:26]=[CH:25][CH:24]=[C:23]([CH3:27])[C:20]=1[CH2:21]Cl.C(=O)([O-])[O-].[K+].[K+].[I-].[K+]. (6) Given the product [CH3:15][O:16][C:17]1[CH:22]=[CH:21][C:20]([O:23][CH3:24])=[CH:19][C:18]=1[C:2]1[C:11](=[O:12])[C:10]2[C:5](=[CH:6][C:7]([O:13][CH3:14])=[CH:8][CH:9]=2)[O:4][CH:3]=1, predict the reactants needed to synthesize it. The reactants are: Br[C:2]1[C:11](=[O:12])[C:10]2[C:5](=[CH:6][C:7]([O:13][CH3:14])=[CH:8][CH:9]=2)[O:4][CH:3]=1.[CH3:15][O:16][C:17]1[CH:22]=[CH:21][C:20]([O:23][CH3:24])=[CH:19][C:18]=1B(O)O.C([O-])([O-])=O.[Na+].[Na+].